The task is: Predict the reactants needed to synthesize the given product.. This data is from Full USPTO retrosynthesis dataset with 1.9M reactions from patents (1976-2016). The reactants are: [CH2:1]([N:8]([CH2:23][CH2:24]Cl)[C:9]([C:11]1[NH:12][CH:13]=[CH:14][C:15]=1[C:16]1[CH:21]=[CH:20][C:19]([F:22])=[CH:18][CH:17]=1)=[O:10])[C:2]1[CH:7]=[CH:6][CH:5]=[CH:4][CH:3]=1.[H-].[Na+]. Given the product [CH2:1]([N:8]1[CH2:23][CH2:24][N:12]2[CH:13]=[CH:14][C:15]([C:16]3[CH:21]=[CH:20][C:19]([F:22])=[CH:18][CH:17]=3)=[C:11]2[C:9]1=[O:10])[C:2]1[CH:7]=[CH:6][CH:5]=[CH:4][CH:3]=1, predict the reactants needed to synthesize it.